This data is from Reaction yield outcomes from USPTO patents with 853,638 reactions. The task is: Predict the reaction yield, written as a fraction of the theoretical maximum amount of product (1.0 means a 100% yield; for example, 0.34 means a 34% yield). (1) The reactants are Br[C:2]1[C:3]2[O:12][C:11]([CH2:13][N:14]3[CH2:19][CH2:18][S:17](=[O:21])(=[O:20])[CH2:16][CH2:15]3)=[CH:10][C:4]=2[C:5](=[O:9])[N:6]([CH3:8])[CH:7]=1.[O:22]1[CH2:27][CH2:26][CH:25]([CH2:28][O:29][C:30]2[CH:35]=[C:34](B3OC(C)(C)C(C)(C)O3)[CH:33]=[CH:32][N:31]=2)[CH2:24][CH2:23]1.C([O-])([O-])=O.[K+].[K+]. The catalyst is O1CCOCC1.C1C=CC([P]([Pd]([P](C2C=CC=CC=2)(C2C=CC=CC=2)C2C=CC=CC=2)([P](C2C=CC=CC=2)(C2C=CC=CC=2)C2C=CC=CC=2)[P](C2C=CC=CC=2)(C2C=CC=CC=2)C2C=CC=CC=2)(C2C=CC=CC=2)C2C=CC=CC=2)=CC=1. The product is [O:20]=[S:17]1(=[O:21])[CH2:18][CH2:19][N:14]([CH2:13][C:11]2[O:12][C:3]3[C:2]([C:34]4[CH:33]=[CH:32][N:31]=[C:30]([O:29][CH2:28][CH:25]5[CH2:26][CH2:27][O:22][CH2:23][CH2:24]5)[CH:35]=4)=[CH:7][N:6]([CH3:8])[C:5](=[O:9])[C:4]=3[CH:10]=2)[CH2:15][CH2:16]1. The yield is 0.481. (2) The reactants are [NH2:1][CH2:2][C:3]1[CH:8]=[C:7]([O:9][C:10]2[CH:15]=[CH:14][C:13]([NH:16][C:17]3[CH:22]=[C:21]([C:23]4[CH:28]=[CH:27][CH:26]=[CH:25][CH:24]=4)[N:20]=[C:19]([NH2:29])[N:18]=3)=[CH:12][CH:11]=2)[CH:6]=[CH:5][N:4]=1.[F:30][C:31]1[CH:39]=[CH:38][C:34]([C:35](Cl)=[O:36])=[CH:33][CH:32]=1. The catalyst is C1COCC1. The product is [NH2:29][C:19]1[N:18]=[C:17]([NH:16][C:13]2[CH:12]=[CH:11][C:10]([O:9][C:7]3[CH:6]=[CH:5][N:4]=[C:3]([CH2:2][NH:1][C:35](=[O:36])[C:34]4[CH:38]=[CH:39][C:31]([F:30])=[CH:32][CH:33]=4)[CH:8]=3)=[CH:15][CH:14]=2)[CH:22]=[C:21]([C:23]2[CH:28]=[CH:27][CH:26]=[CH:25][CH:24]=2)[N:20]=1. The yield is 0.580. (3) The reactants are [F:1][C:2]([F:34])([F:33])[C:3]1[CH:32]=[CH:31][C:6]([CH2:7][O:8][C:9]([N:11]2[CH2:16][CH2:15][CH2:14][CH:13]([C:17]3[CH:22]=[CH:21][C:20]([CH3:23])=[C:19]([NH:24][CH2:25][C:26]([O:28]CC)=[O:27])[CH:18]=3)[CH2:12]2)=[O:10])=[CH:5][CH:4]=1.C(=O)([O-])[O-].[K+].[K+].CO. The catalyst is O. The product is [F:33][C:2]([F:1])([F:34])[C:3]1[CH:32]=[CH:31][C:6]([CH2:7][O:8][C:9]([N:11]2[CH2:16][CH2:15][CH2:14][CH:13]([C:17]3[CH:22]=[CH:21][C:20]([CH3:23])=[C:19]([NH:24][CH2:25][C:26]([OH:28])=[O:27])[CH:18]=3)[CH2:12]2)=[O:10])=[CH:5][CH:4]=1. The yield is 0.990.